This data is from Catalyst prediction with 721,799 reactions and 888 catalyst types from USPTO. The task is: Predict which catalyst facilitates the given reaction. (1) Reactant: C([N:8]1[CH2:14][C:13]2[CH:15]=[CH:16][C:17]([O:19][C:20]([CH3:23])([CH3:22])[CH3:21])=[N:18][C:12]=2[O:11][CH2:10][CH2:9]1)C1C=CC=CC=1. Product: [C:20]([O:19][C:17]1[CH:16]=[CH:15][C:13]2[CH2:14][NH:8][CH2:9][CH2:10][O:11][C:12]=2[N:18]=1)([CH3:23])([CH3:21])[CH3:22]. The catalyst class is: 563. (2) Reactant: C([O:8][C:9]1[CH:14]=[C:13]([C@@:15]2([O:51]C)[CH2:20][CH2:19][N:18]([C:21]([O:23][C:24]([CH3:27])([CH3:26])[CH3:25])=[O:22])[CH2:17][C@@H:16]2[C:28]([N:30]([CH:48]2[CH2:50][CH2:49]2)[CH2:31][C:32]2[CH:37]=[C:36]([CH2:38][CH2:39][CH2:40][O:41][CH3:42])[CH:35]=[C:34]([O:43][CH2:44][CH2:45][O:46][CH3:47])[CH:33]=2)=[O:29])[CH:12]=[CH:11][N:10]=1)C1C=CC=CC=1. Product: [CH:48]1([N:30]([CH2:31][C:32]2[CH:37]=[C:36]([CH2:38][CH2:39][CH2:40][O:41][CH3:42])[CH:35]=[C:34]([O:43][CH2:44][CH2:45][O:46][CH3:47])[CH:33]=2)[C:28]([C@@H:16]2[C@@:15]([OH:51])([C:13]3[CH:12]=[CH:11][NH:10][C:9](=[O:8])[CH:14]=3)[CH2:20][CH2:19][N:18]([C:21]([O:23][C:24]([CH3:26])([CH3:27])[CH3:25])=[O:22])[CH2:17]2)=[O:29])[CH2:50][CH2:49]1. The catalyst class is: 99. (3) Product: [N:18]1[NH:19][C:14](=[O:16])[CH2:13][CH:3]2[CH2:4][CH2:5][CH2:6][C:7]3[CH:12]=[CH:11][CH:10]=[CH:9][C:8]=3[C:2]=12. The catalyst class is: 8. Reactant: O=[C:2]1[C:8]2[CH:9]=[CH:10][CH:11]=[CH:12][C:7]=2[CH2:6][CH2:5][CH2:4][CH:3]1[CH2:13][C:14]([OH:16])=O.O.[NH2:18][NH2:19]. (4) The catalyst class is: 10. Reactant: [CH3:1][O:2][C:3]1[CH:4]=[C:5]2[C:10](=[CH:11][CH:12]=1)[C:9](=[O:13])[N:8]([C:14]1[CH:19]=[CH:18][C:17]([O:20][CH3:21])=[CH:16][CH:15]=1)[CH:7]=[CH:6]2.[Br:22]N1C(=O)CCC1=O.C(=O)(O)[O-].[Na+]. Product: [Br:22][C:6]1[C:5]2[C:10](=[CH:11][CH:12]=[C:3]([O:2][CH3:1])[CH:4]=2)[C:9](=[O:13])[N:8]([C:14]2[CH:15]=[CH:16][C:17]([O:20][CH3:21])=[CH:18][CH:19]=2)[CH:7]=1. (5) Reactant: [F:1][C:2]1[CH:7]=[CH:6][C:5]([CH:8]2[C:17]([CH3:19])([CH3:18])[CH2:16][C:15]3[C:10](=[CH:11][CH:12]=[C:13]([C:20]([O:22][CH3:23])=[O:21])[CH:14]=3)[NH:9]2)=[CH:4][C:3]=1[N+:24]([O-])=O.[CH:27]1([C:30](O)=[O:31])[CH2:29][CH2:28]1.C(N(CC)C(C)C)(C)C.P(Cl)(Cl)(Cl)=O. Product: [CH:27]1([C:30]([NH:24][C:3]2[CH:4]=[C:5]([CH:8]3[C:17]([CH3:19])([CH3:18])[CH2:16][C:15]4[C:10](=[CH:11][CH:12]=[C:13]([C:20]([O:22][CH3:23])=[O:21])[CH:14]=4)[NH:9]3)[CH:6]=[CH:7][C:2]=2[F:1])=[O:31])[CH2:29][CH2:28]1. The catalyst class is: 4. (6) Product: [CH3:21][C:12]1([C:16]([O:18][CH3:19])=[O:17])[CH2:13][CH2:14][CH2:15][C:9]2([O:8][C:7](=[O:20])[N:6]([CH2:1][C:2]([CH3:5])([CH3:4])[CH3:3])[CH2:10]2)[CH2:11]1. The catalyst class is: 1. Reactant: [CH2:1]([N:6]1[CH2:10][C:9]2([CH2:15][CH2:14][CH2:13][CH:12]([C:16]([O:18][CH3:19])=[O:17])[CH2:11]2)[O:8][C:7]1=[O:20])[C:2]([CH3:5])([CH3:4])[CH3:3].[CH3:21][Si]([N-][Si](C)(C)C)(C)C.[Na+].IC. (7) Reactant: [CH2:1]([C:5]1[N:6]=[C:7]([CH3:27])[NH:8][C:9](=[O:26])[C:10]=1[CH2:11][C:12]1[CH:17]=[CH:16][C:15]([C:18]2[C:19]([C:24]#[N:25])=[CH:20][CH:21]=[CH:22][CH:23]=2)=[CH:14][CH:13]=1)[CH2:2][CH2:3][CH3:4].C(=O)([O-])[O-].[K+].[K+].Br[CH2:35][C:36]1[CH:41]=[CH:40][CH:39]=[C:38]([F:42])[C:37]=1[F:43].CN(C)C=O. Product: [CH2:1]([C:5]1[N:6]=[C:7]([CH3:27])[N:8]([CH2:35][C:36]2[CH:41]=[CH:40][CH:39]=[C:38]([F:42])[C:37]=2[F:43])[C:9](=[O:26])[C:10]=1[CH2:11][C:12]1[CH:17]=[CH:16][C:15]([C:18]2[C:19]([C:24]#[N:25])=[CH:20][CH:21]=[CH:22][CH:23]=2)=[CH:14][CH:13]=1)[CH2:2][CH2:3][CH3:4]. The catalyst class is: 13.